This data is from Experimentally validated miRNA-target interactions with 360,000+ pairs, plus equal number of negative samples. The task is: Binary Classification. Given a miRNA mature sequence and a target amino acid sequence, predict their likelihood of interaction. (1) The miRNA is hsa-miR-3680-5p with sequence GACUCACUCACAGGAUUGUGCA. The protein sequence of the target gene is MEPRESGKAPVTFDDITVYLLQEEWVLLSQQQKELCGSNKLVAPLGPTVANPELFRKFGRGPEPWLGSVQGQRSLLEHHPGKKQMGYMGEMEVQGPTRESGQSLPPQKKAYLSHLSTGSGHIEGDWAGRNRKLLKPRSIQKSWFVQFPWLIMNEEQTALFCSACREYPSIRDKRSRLIEGYTGPFKVETLKYHAKSKAHMFCVNALAARDPIWAARFRSIRDPPGDVLASPEPLFTADCPIFYPPGPLGGFDSMAELLPSSRAELEDPGGDGAIPAMYLDCISDLRQKEITDGIHSSSDI.... Result: 0 (no interaction). (2) The miRNA is hsa-miR-6512-3p with sequence UUCCAGCCCUUCUAAUGGUAGG. The protein sequence of the target gene is MVASARVQKLVRRYKLAIATALAILLLQGLVVWSFSGLEEDEAGEKGRQRKPRPLDPGEGSKDTDSSAGRRGSTGRRHGRWRGRAESPGVPVAKVVRAVTSRQRASRRVPPAPPPEAPGRQNLSGAAAGEALVGAAGFPPHGDTGSVEGAPQPTDNGFTPKCEIVGKDALSALARASTKQCQQEIANVVCLHQAGSLMPKAVPRHCQLTGKMSPGIQWDESQAQQPMDGPPVRIAYMLVVHGRAIRQLKRLLKAVYHEQHFFYIHVDKRSDYLHREVVELAQGYDNVRVTPWRMVTIWGG.... Result: 0 (no interaction). (3) The miRNA is hsa-miR-4296 with sequence AUGUGGGCUCAGGCUCA. The protein sequence of the target gene is MYNGSCCRIEGDTISQVMPPLLIVAFVLGALGNGVALCGFCFHMKTWKPSTVYLFNLAVADFLLMICLPFRTDYYLRRRHWAFGDIPCRVGLFTLAMNRAGSIVFLTVVAADRYFKVVHPHHAVNTISTRVAAGIVCTLWALVILGTVYLLLENHLCVQETAVSCESFIMESANGWHDIMFQLEFFMPLGIILFCSFKIVWSLRRRQQLARQARMKKATRFIMVVAIVFITCYLPSVSARLYFLWTVPSSACDPSVHGALHITLSFTYMNSMLDPLVYYFSSPSFPKFYNKLKICSLKPK.... Result: 0 (no interaction).